This data is from Forward reaction prediction with 1.9M reactions from USPTO patents (1976-2016). The task is: Predict the product of the given reaction. (1) Given the reactants [C:1]([C:4]1[CH:9]=[CH:8][C:7]([NH:10]C(=O)C(F)(F)F)=[C:6]([Br:17])[CH:5]=1)(=[O:3])[CH3:2].NC1C=CC(C(=O)C)=CC=1.C1C(=O)N(Br)C(=O)C1, predict the reaction product. The product is: [NH2:10][C:7]1[CH:8]=[CH:9][C:4]([C:1](=[O:3])[CH3:2])=[CH:5][C:6]=1[Br:17]. (2) Given the reactants Cl[C:2]1[N:7]=[N:6][C:5]([N:8]([CH3:19])[CH:9]2[CH2:14][C:13]([CH3:16])([CH3:15])[NH:12][C:11]([CH3:18])([CH3:17])[CH2:10]2)=[CH:4][CH:3]=1.[CH3:20][O:21][C:22]1[CH:31]=[C:30]2[C:25]([CH:26]=[CH:27][CH:28]=[N:29]2)=[CH:24][C:23]=1B(O)O, predict the reaction product. The product is: [CH3:20][O:21][C:22]1[CH:31]=[C:30]2[C:25]([CH:26]=[CH:27][CH:28]=[N:29]2)=[CH:24][C:23]=1[C:2]1[N:7]=[N:6][C:5]([N:8]([CH3:19])[CH:9]2[CH2:14][C:13]([CH3:16])([CH3:15])[NH:12][C:11]([CH3:18])([CH3:17])[CH2:10]2)=[CH:4][CH:3]=1.